Regression. Given a peptide amino acid sequence and an MHC pseudo amino acid sequence, predict their binding affinity value. This is MHC class I binding data. From a dataset of Peptide-MHC class I binding affinity with 185,985 pairs from IEDB/IMGT. The MHC is HLA-A03:01 with pseudo-sequence HLA-A03:01. The peptide sequence is GLNKLAGFK. The binding affinity (normalized) is 0.550.